Dataset: Peptide-MHC class II binding affinity with 134,281 pairs from IEDB. Task: Regression. Given a peptide amino acid sequence and an MHC pseudo amino acid sequence, predict their binding affinity value. This is MHC class II binding data. (1) The peptide sequence is SQTTGNPSCPEGT. The MHC is DRB1_1101 with pseudo-sequence DRB1_1101. The binding affinity (normalized) is 0. (2) The peptide sequence is HDYNFVKAINAIQKSWT. The MHC is DRB1_0402 with pseudo-sequence DRB1_0402. The binding affinity (normalized) is 0.607. (3) The peptide sequence is YPKYVKQNTLKLAT. The binding affinity (normalized) is 0.227. The MHC is DRB1_0802 with pseudo-sequence DRB1_0802. (4) The peptide sequence is FNSLISIAQHLVSDR. The MHC is DRB1_0101 with pseudo-sequence DRB1_0101. The binding affinity (normalized) is 1.00. (5) The peptide sequence is RTATNIWIDHNSFSN. The MHC is DRB1_1101 with pseudo-sequence DRB1_1101. The binding affinity (normalized) is 0.147. (6) The MHC is DRB1_0404 with pseudo-sequence DRB1_0404. The peptide sequence is IFMTATPPGTADAFP. The binding affinity (normalized) is 0.238. (7) The peptide sequence is GPAYSAHCIGITDRD. The MHC is HLA-DQA10201-DQB10301 with pseudo-sequence HLA-DQA10201-DQB10301. The binding affinity (normalized) is 0.566.